This data is from Full USPTO retrosynthesis dataset with 1.9M reactions from patents (1976-2016). The task is: Predict the reactants needed to synthesize the given product. (1) Given the product [N:27]1[CH:28]=[CH:29][CH:30]=[CH:31][C:26]=1[N:25]1[C:20]2=[N:21][CH:22]=[CH:23][CH:24]=[C:19]2[N:18]=[C:17]1[C@@H:15]([NH2:14])[CH3:16], predict the reactants needed to synthesize it. The reactants are: FC(F)(F)C(O)=O.C(OC(=O)[NH:14][C@H:15]([C:17]1[N:25]([C:26]2[CH:31]=[CH:30][CH:29]=[CH:28][N:27]=2)[C:20]2=[N:21][CH:22]=[CH:23][CH:24]=[C:19]2[N:18]=1)[CH3:16])(C)(C)C. (2) Given the product [NH:40]1[C:36]([C:31]2[CH:32]=[CH:33][CH:34]=[CH:35][C:30]=2[C:26]2[CH:25]=[C:24]3[C:29](=[CH:28][CH:27]=2)[C@@H:21]([N:20]2[C:6]4=[N:7][C:8]([C:12]#[C:13][C:14]5[CH:15]=[N:16][CH:17]=[CH:18][CH:19]=5)=[CH:9][C:10]([CH3:11])=[C:5]4[N:4]=[C:3]2[CH2:1][CH3:2])[CH2:22][CH2:23]3)=[N:37][N:38]=[N:39]1, predict the reactants needed to synthesize it. The reactants are: [CH2:1]([C:3]1[N:20]([C@@H:21]2[C:29]3[C:24](=[CH:25][C:26]([C:30]4[CH:35]=[CH:34][CH:33]=[CH:32][C:31]=4[C:36]4[N:40](C(C5C=CC=CC=5)(C5C=CC=CC=5)C5C=CC=CC=5)[N:39]=[N:38][N:37]=4)=[CH:27][CH:28]=3)[CH2:23][CH2:22]2)[C:6]2=[N:7][C:8]([C:12]#[C:13][C:14]3[CH:15]=[N:16][CH:17]=[CH:18][CH:19]=3)=[CH:9][C:10]([CH3:11])=[C:5]2[N:4]=1)[CH3:2]. (3) Given the product [F:12][C:13]1[CH:18]=[CH:17][CH:16]=[CH:15][C:14]=1[C:2]1[S:6][C:5]([CH:7]=[CH:8][C:9]([OH:11])=[O:10])=[CH:4][CH:3]=1, predict the reactants needed to synthesize it. The reactants are: Br[C:2]1[S:6][C:5]([CH:7]=[CH:8][C:9]([OH:11])=[O:10])=[CH:4][CH:3]=1.[F:12][C:13]1[CH:18]=[CH:17][CH:16]=[CH:15][C:14]=1B(O)O.C(=O)([O-])[O-].[Na+].[Na+]. (4) The reactants are: [C:1]([O:5][C:6]([NH:8][C@H:9]([C:26]([N:28]1[CH2:32][CH2:31][CH2:30][C@H:29]1[C:33](=O)[NH2:34])=[O:27])[CH2:10][C:11]1[CH:16]=[CH:15][C:14]([O:17][S:18]([C:21]([F:24])([F:23])[F:22])(=[O:20])=[O:19])=[CH:13][C:12]=1[F:25])=[O:7])([CH3:4])([CH3:3])[CH3:2].N1C=CC=CC=1.C(OC(C(F)(F)F)=O)(C(F)(F)F)=O. Given the product [C:1]([O:5][C:6]([NH:8][C@H:9]([C:26]([N:28]1[CH2:32][CH2:31][CH2:30][C@H:29]1[C:33]#[N:34])=[O:27])[CH2:10][C:11]1[CH:16]=[CH:15][C:14]([O:17][S:18]([C:21]([F:23])([F:22])[F:24])(=[O:19])=[O:20])=[CH:13][C:12]=1[F:25])=[O:7])([CH3:4])([CH3:2])[CH3:3], predict the reactants needed to synthesize it. (5) Given the product [CH3:14][O:13][C:10]1[CH:9]=[C:8]2[C:7](=[CH:12][CH:11]=1)[NH:6][C:4](=[O:5])[C:3]([C:2]([F:18])([F:17])[F:1])=[CH:15]2, predict the reactants needed to synthesize it. The reactants are: [F:1][C:2]([F:18])([F:17])[CH2:3][C:4]([NH:6][C:7]1[CH:12]=[CH:11][C:10]([O:13][CH3:14])=[CH:9][C:8]=1[CH:15]=O)=[O:5].C([O-])([O-])=O.[K+].[K+]. (6) Given the product [CH2:16]([N:23]1[CH:27]=[CH:26][C:25]([CH:28]=[CH:11][C:12]([O:14][CH3:15])=[O:13])=[CH:24]1)[C:17]1[CH:18]=[CH:19][CH:20]=[CH:21][CH:22]=1, predict the reactants needed to synthesize it. The reactants are: [H-].[Na+].C(OP([CH2:11][C:12]([O:14][CH3:15])=[O:13])(=O)OCC)C.[CH2:16]([N:23]1[CH:27]=[CH:26][C:25]([CH:28]=O)=[CH:24]1)[C:17]1[CH:22]=[CH:21][CH:20]=[CH:19][CH:18]=1. (7) Given the product [F:1][C:2]1[CH:3]=[C:4]([CH:5]=[C:6]([F:20])[C:7]=1[O:8][C:9]1[CH:14]=[CH:13][C:12]([C:15]([F:17])([F:18])[F:16])=[C:11]([F:19])[CH:10]=1)[CH2:21][O:22][C:26]1[CH:27]=[C:28]2[N:35]([CH3:36])[CH2:34][CH2:33][N:29]2[C:30](=[O:32])[N:31]=1, predict the reactants needed to synthesize it. The reactants are: [F:1][C:2]1[CH:3]=[C:4]([CH2:21][OH:22])[CH:5]=[C:6]([F:20])[C:7]=1[O:8][C:9]1[CH:14]=[CH:13][C:12]([C:15]([F:18])([F:17])[F:16])=[C:11]([F:19])[CH:10]=1.[H-].[Na+].Cl[C:26]1[CH:27]=[C:28]2[N:35]([CH3:36])[CH2:34][CH2:33][N:29]2[C:30](=[O:32])[N:31]=1.